From a dataset of Reaction yield outcomes from USPTO patents with 853,638 reactions. Predict the reaction yield, written as a fraction of the theoretical maximum amount of product (1.0 means a 100% yield; for example, 0.34 means a 34% yield). (1) The reactants are C(OC([NH:11][C@@H:12]([C@H:28]([O:35][Si:36]([C:39]([CH3:42])([CH3:41])[CH3:40])([CH3:38])[CH3:37])[C:29]1[CH:34]=[CH:33][CH:32]=[CH:31][CH:30]=1)[CH2:13][CH2:14][C:15](=O)[CH2:16][C:17]1[CH:26]=[CH:25][C:20]([C:21]([O:23][CH3:24])=[O:22])=[CH:19][CH:18]=1)=O)C1C=CC=CC=1. The catalyst is C(O)C.[Pd]. The product is [Si:36]([O:35][C@H:28]([C:29]1[CH:30]=[CH:31][CH:32]=[CH:33][CH:34]=1)[C@@H:12]1[NH:11][C@H:15]([CH2:16][C:17]2[CH:18]=[CH:19][C:20]([C:21]([O:23][CH3:24])=[O:22])=[CH:25][CH:26]=2)[CH2:14][CH2:13]1)([C:39]([CH3:41])([CH3:42])[CH3:40])([CH3:38])[CH3:37]. The yield is 0.900. (2) The reactants are [Br:1][C:2]1[N:6]([CH2:7][C:8]2[CH:13]=[CH:12][C:11]([Cl:14])=[C:10]([F:15])[CH:9]=2)[N+:5]([O-])=[CH:4][CH:3]=1.P(Cl)(Cl)Cl.C([O-])(=O)C.[Na+]. The catalyst is C(Cl)Cl.CO. The product is [Br:1][C:2]1[N:6]([CH2:7][C:8]2[CH:13]=[CH:12][C:11]([Cl:14])=[C:10]([F:15])[CH:9]=2)[N:5]=[CH:4][CH:3]=1. The yield is 0.850. (3) The reactants are O=[C:2]1[CH2:5][N:4]([C:6]([O:8][C:9]([CH3:12])([CH3:11])[CH3:10])=[O:7])[CH2:3]1.C1(P(=[CH:32][CH:33]=[O:34])(C2C=CC=CC=2)C2C=CC=CC=2)C=CC=CC=1. The catalyst is C(Cl)Cl. The product is [O:34]=[CH:33][CH:32]=[C:2]1[CH2:5][N:4]([C:6]([O:8][C:9]([CH3:12])([CH3:11])[CH3:10])=[O:7])[CH2:3]1. The yield is 0.990. (4) The reactants are C(OC(=O)[NH:10][CH:11]1[C:25](=[O:26])[N:24]([CH3:27])[CH2:23][C:14]2[C:15]3[CH:16]=[N:17][NH:18][C:19]=3[C:20]([CH3:22])=[CH:21][C:13]=2[CH2:12]1)C1C=CC=CC=1.[H][H].C(Cl)(Cl)[Cl:32]. The catalyst is CO.[Pd]. The product is [ClH:32].[NH2:10][CH:11]1[C:25](=[O:26])[N:24]([CH3:27])[CH2:23][C:14]2[C:15]3[CH:16]=[N:17][NH:18][C:19]=3[C:20]([CH3:22])=[CH:21][C:13]=2[CH2:12]1. The yield is 1.00. (5) The reactants are [F:1][C:2]1[CH:3]=[C:4]([NH:14][C:15](=[O:20])[CH2:16][C:17](=[O:19])[CH3:18])[CH:5]=[CH:6][C:7]=1[N:8]1[CH2:13][CH2:12][O:11][CH2:10][CH2:9]1.[Br:21]Br. The catalyst is CC(O)=O. The product is [Br:21][CH2:18][C:17](=[O:19])[CH2:16][C:15]([NH:14][C:4]1[CH:5]=[CH:6][C:7]([N:8]2[CH2:9][CH2:10][O:11][CH2:12][CH2:13]2)=[C:2]([F:1])[CH:3]=1)=[O:20]. The yield is 0.470. (6) The reactants are [Cl:1][C:2]1[CH:3]=[C:4]([N:10]2[CH:14]=[N:13][C:12]([C:15]([OH:17])=O)=[N:11]2)[CH:5]=[C:6]([Cl:9])[C:7]=1[OH:8].C(N(CC)CC)C.Cl.CN(C)CCCN=C=NCC.OC1C=CC=C[N+]=1[O-].[CH3:45][NH:46][CH2:47][C:48]1[CH:53]=[CH:52][CH:51]=[C:50]([C:54]([F:57])([F:56])[F:55])[CH:49]=1. The catalyst is CN(C=O)C. The product is [Cl:9][C:6]1[CH:5]=[C:4]([N:10]2[CH:14]=[N:13][C:12]([C:15]([N:46]([CH3:45])[CH2:47][C:48]3[CH:53]=[CH:52][CH:51]=[C:50]([C:54]([F:55])([F:56])[F:57])[CH:49]=3)=[O:17])=[N:11]2)[CH:3]=[C:2]([Cl:1])[C:7]=1[OH:8]. The yield is 0.630. (7) The reactants are Br[CH:2]([C:14]1[CH:19]=[CH:18][N:17]=[C:16]([S:20][CH3:21])[N:15]=1)[C:3]([C:5]1[CH:10]=[CH:9][CH:8]=[C:7]([N+:11]([O-:13])=[O:12])[CH:6]=1)=O.[CH:22]([NH2:24])=[O:23].C(Cl)Cl. The catalyst is S(=O)(=O)(O)O.O. The product is [CH3:21][S:20][C:16]1[N:15]=[C:14]([C:2]2[O:23][CH:22]=[N:24][C:3]=2[C:5]2[CH:10]=[CH:9][CH:8]=[C:7]([N+:11]([O-:13])=[O:12])[CH:6]=2)[CH:19]=[CH:18][N:17]=1. The yield is 0.320.